Dataset: NCI-60 drug combinations with 297,098 pairs across 59 cell lines. Task: Regression. Given two drug SMILES strings and cell line genomic features, predict the synergy score measuring deviation from expected non-interaction effect. Drug 1: CN(C)C1=NC(=NC(=N1)N(C)C)N(C)C. Drug 2: COC1=C2C(=CC3=C1OC=C3)C=CC(=O)O2. Cell line: SW-620. Synergy scores: CSS=-3.21, Synergy_ZIP=1.06, Synergy_Bliss=-2.49, Synergy_Loewe=-4.49, Synergy_HSA=-5.87.